This data is from Catalyst prediction with 721,799 reactions and 888 catalyst types from USPTO. The task is: Predict which catalyst facilitates the given reaction. (1) Product: [C:6]([Si:3]([CH3:5])([CH3:4])[O:10][CH2:11][C:12]1[N:16]([CH2:17][C:18]([C:20]2[CH:21]=[CH:22][C:23]([Cl:26])=[CH:24][CH:25]=2)=[O:19])[C:15]([C:27]([OH:29])=[O:28])=[CH:14][CH:13]=1)([CH3:9])([CH3:8])[CH3:7]. The catalyst class is: 12. Reactant: [OH-].[Na+].[Si:3]([O:10][CH2:11][C:12]1[N:16]([CH2:17][C:18]([C:20]2[CH:25]=[CH:24][C:23]([Cl:26])=[CH:22][CH:21]=2)=[O:19])[C:15]([C:27]([O:29]C)=[O:28])=[CH:14][CH:13]=1)([C:6]([CH3:9])([CH3:8])[CH3:7])([CH3:5])[CH3:4]. (2) Reactant: [CH:1]1([CH2:6][CH:7]([C:18]2[NH:28][C:21]3=[N:22][CH:23]=[C:24]([CH2:26]O)[CH:25]=[C:20]3[CH:19]=2)[C:8]2[CH:13]=[CH:12][C:11]([S:14]([CH3:17])(=[O:16])=[O:15])=[CH:10][CH:9]=2)[CH2:5][CH2:4][CH2:3][CH2:2]1.S(Cl)([Cl:31])=O. Product: [Cl:31][CH2:26][C:24]1[CH:25]=[C:20]2[CH:19]=[C:18]([CH:7]([C:8]3[CH:13]=[CH:12][C:11]([S:14]([CH3:17])(=[O:16])=[O:15])=[CH:10][CH:9]=3)[CH2:6][CH:1]3[CH2:5][CH2:4][CH2:3][CH2:2]3)[NH:28][C:21]2=[N:22][CH:23]=1. The catalyst class is: 4. (3) Reactant: [CH3:1][S:2]([N:5]1[CH2:10][CH2:9][CH:8]([C:11]2[O:12][CH:13]=[C:14]([C:16]([O:18]CC)=[O:17])[N:15]=2)[CH2:7][CH2:6]1)(=[O:4])=[O:3].[OH-].[Li+]. Product: [CH3:1][S:2]([N:5]1[CH2:6][CH2:7][CH:8]([C:11]2[O:12][CH:13]=[C:14]([C:16]([OH:18])=[O:17])[N:15]=2)[CH2:9][CH2:10]1)(=[O:3])=[O:4]. The catalyst class is: 87. (4) Reactant: [F:1][C:2]([F:16])([F:15])[C:3]1[CH:4]=[C:5]([N:9]2[CH2:13][CH2:12][NH:11][C:10]2=[O:14])[CH:6]=[CH:7]C=1.[CH:17]1([C:20]2[CH:25]=[CH:24][N+:23]([O-:26])=[CH:22][C:21]=2I)[CH2:19][CH2:18]1.C[NH:29][C@@H]1CCCC[C@H]1NC.P([O-])([O-])([O-])=O.[K+].[K+].[K+]. Product: [CH:17]1([C:20]2[CH:25]=[CH:24][N+:23]([O-:26])=[CH:22][C:21]=2[N:11]2[CH2:12][CH2:13][N:9]([C:5]3[CH:6]=[CH:7][N:29]=[C:3]([C:2]([F:1])([F:15])[F:16])[CH:4]=3)[C:10]2=[O:14])[CH2:19][CH2:18]1. The catalyst class is: 246.